The task is: Predict the reaction yield, written as a fraction of the theoretical maximum amount of product (1.0 means a 100% yield; for example, 0.34 means a 34% yield).. This data is from Reaction yield outcomes from USPTO patents with 853,638 reactions. (1) The reactants are Cl.[F:2][C:3]1[CH:20]=[CH:19][C:6]([CH2:7][C:8]2[O:12][N:11]=[C:10]([C@H:13]3[CH2:18][CH2:17][CH2:16][NH:15][CH2:14]3)[N:9]=2)=[CH:5][CH:4]=1.C(N(CC)CC)C.[F:28][C:29]1[CH:30]=[C:31]([CH:35]=[CH:36][C:37]=1[F:38])[C:32](Cl)=[O:33].[OH-].[Na+]. The catalyst is ClCCl. The product is [F:28][C:29]1[CH:30]=[C:31]([C:32]([N:15]2[CH2:16][CH2:17][CH2:18][C@H:13]([C:10]3[N:9]=[C:8]([CH2:7][C:6]4[CH:19]=[CH:20][C:3]([F:2])=[CH:4][CH:5]=4)[O:12][N:11]=3)[CH2:14]2)=[O:33])[CH:35]=[CH:36][C:37]=1[F:38]. The yield is 0.390. (2) The reactants are [Br:1][C:2]1[C:18]([F:19])=[CH:17][C:5]([N:6]([CH:11]2[CH2:16][CH2:15][CH2:14][CH2:13][CH2:12]2)[CH2:7][CH:8]([CH3:10])[CH3:9])=[C:4]([N+:20]([O-])=O)[CH:3]=1.[Cl-].[NH4+]. The catalyst is CCO.O.C(Cl)(Cl)Cl.[Zn]. The product is [Br:1][C:2]1[CH:3]=[C:4]([NH2:20])[C:5]([N:6]([CH:11]2[CH2:16][CH2:15][CH2:14][CH2:13][CH2:12]2)[CH2:7][CH:8]([CH3:10])[CH3:9])=[CH:17][C:18]=1[F:19]. The yield is 0.830. (3) The reactants are [F:1][C:2]1[CH:7]=[C:6]([F:8])[CH:5]=[CH:4][C:3]=1[C:9]1([CH2:12][OH:13])[CH2:11][CH2:10]1.Cl[C:15]1[CH:20]=[CH:19][N:18]2[C:21]([CH2:24][CH:25]3[CH2:27][CH2:26]3)=[N:22][N:23]=[C:17]2[C:16]=1[C:28]([F:31])([F:30])[F:29]. No catalyst specified. The product is [CH:25]1([CH2:24][C:21]2[N:18]3[CH:19]=[CH:20][C:15]([O:13][CH2:12][C:9]4([C:3]5[CH:4]=[CH:5][C:6]([F:8])=[CH:7][C:2]=5[F:1])[CH2:10][CH2:11]4)=[C:16]([C:28]([F:29])([F:30])[F:31])[C:17]3=[N:23][N:22]=2)[CH2:27][CH2:26]1. The yield is 0.0200. (4) The reactants are [C:1]([N:4]1[C:12]2[C:7](=[CH:8][C:9]([C:13](O)=[O:14])=[CH:10][CH:11]=2)[C:6]([C:16]2[CH:21]=[CH:20][C:19]([F:22])=[CH:18][CH:17]=2)=[N:5]1)(=[O:3])[CH3:2].[Cl:23]CCl.C(Cl)(=O)C(Cl)=O. The catalyst is CN(C=O)C. The product is [C:1]([N:4]1[C:12]2[C:7](=[CH:8][C:9]([C:13]([Cl:23])=[O:14])=[CH:10][CH:11]=2)[C:6]([C:16]2[CH:21]=[CH:20][C:19]([F:22])=[CH:18][CH:17]=2)=[N:5]1)(=[O:3])[CH3:2]. The yield is 0.840. (5) The reactants are [N:1]12[CH2:8][CH2:7][C:4]([C:9]([C:16]3[S:17][CH:18]=[CH:19][CH:20]=3)([C:11]3[S:12][CH:13]=[CH:14][CH:15]=3)[OH:10])([CH2:5][CH2:6]1)[CH2:3][CH2:2]2.[Br:21][CH2:22][CH2:23][CH2:24][C:25]1[CH:30]=[CH:29][CH:28]=[CH:27][CH:26]=1. The catalyst is C(Cl)(Cl)Cl. The product is [Br-:21].[OH:10][C:9]([C:16]1[S:17][CH:18]=[CH:19][CH:20]=1)([C:11]1[S:12][CH:13]=[CH:14][CH:15]=1)[C:4]12[CH2:5][CH2:6][N+:1]([CH2:22][CH2:23][CH2:24][C:25]3[CH:30]=[CH:29][CH:28]=[CH:27][CH:26]=3)([CH2:8][CH2:7]1)[CH2:2][CH2:3]2. The yield is 0.623. (6) The reactants are [O:1]1[C:3]2([CH2:6][N:5]([C:7]([O:9][CH2:10][C:11]3[CH:16]=[CH:15][CH:14]=[CH:13][CH:12]=3)=[O:8])[CH2:4]2)[CH2:2]1.[NH3:17].[C:18]([O:22][C:23]([O:25]C(OC(C)(C)C)=O)=O)([CH3:21])([CH3:20])[CH3:19]. The catalyst is C1COCC1. The product is [CH3:19][C:18]([O:22][C:23]([NH:17][CH2:2][C:3]1([OH:1])[CH2:6][N:5]([C:7]([O:9][CH2:10][C:11]2[CH:16]=[CH:15][CH:14]=[CH:13][CH:12]=2)=[O:8])[CH2:4]1)=[O:25])([CH3:21])[CH3:20]. The yield is 0.0700. (7) The reactants are [F:1][C:2]1[C:13]([C:14]([F:17])([F:16])[F:15])=[C:12]([F:18])[CH:11]=[CH:10][C:3]=1[C:4](N(OC)C)=[O:5].[CH3:19][Mg]Br. The catalyst is C1COCC1. The product is [F:1][C:2]1[C:13]([C:14]([F:17])([F:16])[F:15])=[C:12]([F:18])[CH:11]=[CH:10][C:3]=1[C:4](=[O:5])[CH3:19]. The yield is 0.760. (8) The reactants are [Cl:1][C:2]1[CH:3]=[CH:4][C:5]([I:11])=[C:6]([CH:10]=1)[C:7](O)=[O:8].S(Cl)(Cl)=O.ClC1C=CC(I)=C(C=1)C(Cl)=O.Cl.[CH3:28][NH:29][O:30][CH3:31].N1C=CC=CC=1. The catalyst is C(Cl)Cl.CN(C=O)C. The product is [Cl:1][C:2]1[CH:3]=[CH:4][C:5]([I:11])=[C:6]([CH:10]=1)[C:7]([N:29]([O:30][CH3:31])[CH3:28])=[O:8]. The yield is 0.950. (9) The reactants are [F:1][C:2]1[CH:7]=[CH:6][C:5]([CH2:8][CH2:9][C:10](O)=[O:11])=[C:4]([CH2:13][CH:14]2[CH:19]([C:20]3[O:21][CH:22]=[C:23]([C:25](=[O:36])[NH:26][CH2:27][CH2:28][CH2:29][CH2:30][CH2:31][CH2:32][CH2:33][CH2:34][CH3:35])[N:24]=3)[CH:18]3[O:37][CH:15]2[CH2:16][CH2:17]3)[CH:3]=1.[F:38][C:39]([F:45])([F:44])[S:40]([NH2:43])(=[O:42])=[O:41]. No catalyst specified. The product is [CH2:27]([NH:26][C:25]([C:23]1[N:24]=[C:20]([CH:19]2[CH:14]([CH2:13][C:4]3[CH:3]=[C:2]([F:1])[CH:7]=[CH:6][C:5]=3[CH2:8][CH2:9][C:10](=[O:11])[NH:43][S:40]([C:39]([F:45])([F:44])[F:38])(=[O:42])=[O:41])[CH:15]3[O:37][CH:18]2[CH2:17][CH2:16]3)[O:21][CH:22]=1)=[O:36])[CH2:28][CH2:29][CH2:30][CH2:31][CH2:32][CH2:33][CH2:34][CH3:35]. The yield is 0.600. (10) The reactants are [Cl:1][C:2]1[CH:14]=[C:13]([Cl:15])[C:12]([O:16][C:17]2[N:21]([CH3:22])[N:20]=[C:19]([CH3:23])[C:18]=2[CH2:24][OH:25])=[CH:11][C:3]=1[O:4][C@@H:5]([CH3:10])[C:6]([O:8]C)=[O:7].[C:26]1(O)[CH:31]=[CH:30][CH:29]=[CH:28][CH:27]=1.C1(P(C2C=CC=CC=2)C2C=CC=CC=2)C=CC=CC=1.N(C(OCC)=O)=NC(OCC)=O. The catalyst is O1CCCC1. The product is [Cl:1][C:2]1[CH:14]=[C:13]([Cl:15])[C:12]([O:16][C:17]2[N:21]([CH3:22])[N:20]=[C:19]([CH3:23])[C:18]=2[CH2:24][O:25][C:26]2[CH:31]=[CH:30][CH:29]=[CH:28][CH:27]=2)=[CH:11][C:3]=1[O:4][C@@H:5]([CH3:10])[C:6]([OH:8])=[O:7]. The yield is 0.490.